The task is: Regression. Given a peptide amino acid sequence and an MHC pseudo amino acid sequence, predict their binding affinity value. This is MHC class II binding data.. This data is from Peptide-MHC class II binding affinity with 134,281 pairs from IEDB. The peptide sequence is PVTEEPGMAKIPAGE. The MHC is HLA-DPA10103-DPB10401 with pseudo-sequence HLA-DPA10103-DPB10401. The binding affinity (normalized) is 0.